Dataset: Retrosynthesis with 50K atom-mapped reactions and 10 reaction types from USPTO. Task: Predict the reactants needed to synthesize the given product. (1) Given the product CCNc1ccc(C(=O)O)cn1, predict the reactants needed to synthesize it. The reactants are: CCN.O=C(O)c1ccc(Cl)nc1. (2) Given the product CC(=O)c1ccc(C(=O)Nc2cccc(C(=O)c3ccc4c(c3)NC(=O)C4)c2)s1, predict the reactants needed to synthesize it. The reactants are: CC(=O)c1ccc(C(=O)O)s1.Nc1cccc(C(=O)c2ccc3c(c2)NC(=O)C3)c1. (3) Given the product CC1=NN(CC(=O)N2CCC(c3nc(C4=NOC(c5c(F)cccc5F)C4)cs3)CC2)C(C)C1, predict the reactants needed to synthesize it. The reactants are: CC1=NN(CC(=O)O)C(C)C1.Fc1cccc(F)c1C1CC(c2csc(C3CCNCC3)n2)=NO1. (4) Given the product c1cc2c3c(c1)C[C@@H]1CCC[C@H]1N3CCNC2, predict the reactants needed to synthesize it. The reactants are: C=O.NCCN1c2ccccc2C[C@H]2CCC[C@H]21. (5) Given the product CCCCc1nn(-c2ccc(C(F)(F)F)cn2)cc1/C=C/C(=O)OCC, predict the reactants needed to synthesize it. The reactants are: CCCCc1nn(-c2ccc(C(F)(F)F)cn2)cc1C=O.CCOC(=O)CP(=O)(OCC)OCC. (6) Given the product CC(=O)c1cccc(OCCCCCN2CCC(c3cccc(NC(=O)C4CC4)c3)CC2)c1, predict the reactants needed to synthesize it. The reactants are: CC(=O)c1cccc(OCCCCCCl)c1.O=C(Nc1cccc(C2CCNCC2)c1)C1CC1. (7) Given the product O=C(O)/C=C/c1ccc(NC2CCN(Cc3ccccc3)C2)nc1, predict the reactants needed to synthesize it. The reactants are: CCOC(=O)/C=C/c1ccc(NC2CCN(Cc3ccccc3)C2)nc1. (8) Given the product Cc1cc(C2(C(F)(F)F)CC(c3ccc(F)cc3)=NO2)ccc1N, predict the reactants needed to synthesize it. The reactants are: Cc1cc(C2(C(F)(F)F)CC(c3ccc(F)cc3)=NO2)ccc1NC(=O)OC(C)(C)C.